This data is from CYP2C19 inhibition data for predicting drug metabolism from PubChem BioAssay. The task is: Regression/Classification. Given a drug SMILES string, predict its absorption, distribution, metabolism, or excretion properties. Task type varies by dataset: regression for continuous measurements (e.g., permeability, clearance, half-life) or binary classification for categorical outcomes (e.g., BBB penetration, CYP inhibition). Dataset: cyp2c19_veith. (1) The molecule is S=C(NCCC(c1ccccc1)c1ccccc1)Nc1ccc(Cl)cc1. The result is 1 (inhibitor). (2) The molecule is c1ccc(CCSc2nccn2-c2ccccc2)cc1. The result is 1 (inhibitor). (3) The result is 1 (inhibitor). The molecule is CCOc1cc(/C=C2\C(=O)N(Cc3ccc(C)cc3)C(C)=C2C(=O)OC)ccc1O. (4) The compound is CN(C)Cc1ccccc1-c1cc(NCc2ccccc2)ncn1. The result is 0 (non-inhibitor).